Dataset: Full USPTO retrosynthesis dataset with 1.9M reactions from patents (1976-2016). Task: Predict the reactants needed to synthesize the given product. Given the product [C:1]([O:5][C:6]([N:8]1[CH2:12][C@@H:11]([O:13][Si:14]([C:17]([CH3:20])([CH3:19])[CH3:18])([CH3:16])[CH3:15])[CH2:10][C@@H:9]1[CH2:21][O:22][C:29]1[CH:30]=[CH:31][CH:32]=[CH:33][C:28]=1[Cl:27])=[O:7])([CH3:4])([CH3:3])[CH3:2], predict the reactants needed to synthesize it. The reactants are: [C:1]([O:5][C:6]([N:8]1[CH2:12][C@@H:11]([O:13][Si:14]([C:17]([CH3:20])([CH3:19])[CH3:18])([CH3:16])[CH3:15])[CH2:10][C@@H:9]1[CH2:21][O:22]S(C)(=O)=O)=[O:7])([CH3:4])([CH3:3])[CH3:2].[Cl:27][C:28]1[CH:33]=[CH:32][CH:31]=[CH:30][C:29]=1O.C(=O)([O-])[O-].[Cs+].[Cs+].